This data is from Forward reaction prediction with 1.9M reactions from USPTO patents (1976-2016). The task is: Predict the product of the given reaction. (1) Given the reactants C[O:2][C:3](=[O:34])[CH2:4][CH2:5][C:6]([N:8]1[CH2:13][CH2:12][N:11]([C:14]2[C:15]([C:29]#[N:30])=[C:16]3[CH2:26][C:25]([CH3:28])([CH3:27])[O:24][CH2:23][C:17]3=[C:18]([CH:20]3[CH2:22][CH2:21]3)[N:19]=2)[CH2:10][C@H:9]1[CH:31]([CH3:33])[CH3:32])=[O:7].[Li+].[OH-].O.Cl, predict the reaction product. The product is: [C:29]([C:15]1[C:14]([N:11]2[CH2:12][CH2:13][N:8]([C:6](=[O:7])[CH2:5][CH2:4][C:3]([OH:34])=[O:2])[C@H:9]([CH:31]([CH3:33])[CH3:32])[CH2:10]2)=[N:19][C:18]([CH:20]2[CH2:22][CH2:21]2)=[C:17]2[CH2:23][O:24][C:25]([CH3:28])([CH3:27])[CH2:26][C:16]=12)#[N:30]. (2) The product is: [CH3:28][C:4]1[CH:3]=[C:2]([O:1][CH2:37][CH2:36][CH2:35][C:30]2[CH:31]=[CH:32][CH:33]=[CH:34][N:29]=2)[CH:7]=[CH:6][C:5]=1[C:8]1[CH:13]=[CH:12][CH:11]=[C:10]([CH2:14][O:15][C:16]2[CH:21]=[CH:20][C:19]([CH2:22][CH2:23][C:24]([O:26][CH3:27])=[O:25])=[CH:18][CH:17]=2)[CH:9]=1. Given the reactants [OH:1][C:2]1[CH:7]=[CH:6][C:5]([C:8]2[CH:13]=[CH:12][CH:11]=[C:10]([CH2:14][O:15][C:16]3[CH:21]=[CH:20][C:19]([CH2:22][CH2:23][C:24]([O:26][CH3:27])=[O:25])=[CH:18][CH:17]=3)[CH:9]=2)=[C:4]([CH3:28])[CH:3]=1.[N:29]1[CH:34]=[CH:33][CH:32]=[CH:31][C:30]=1[CH2:35][CH2:36][CH2:37]O.C1(P(C2C=CC=CC=2)C2C=CC=CC=2)C=CC=CC=1.N(C(OCC)=O)=NC(OCC)=O, predict the reaction product. (3) Given the reactants [CH2:1]([C:4]1[CH:5]=[N:6][C:7]([N:10]2[C@H:14]([CH2:15][O:16][CH2:17][C:18]3[CH:23]=[C:22]([F:24])[C:21]([F:25])=[CH:20][C:19]=3[F:26])[CH2:13][C@@H:12]([SH:27])[CH2:11]2)=[N:8][CH:9]=1)[CH2:2][CH3:3].F[C:29](F)(F)[C:30]([O-])=[O:31].C(Cl)(=O)C, predict the reaction product. The product is: [CH2:1]([C:4]1[CH:5]=[N:6][C:7]([N:10]2[C@H:14]([CH2:15][O:16][CH2:17][C:18]3[CH:23]=[C:22]([F:24])[C:21]([F:25])=[CH:20][C:19]=3[F:26])[CH2:13][C@@H:12]([S:27][C:30](=[O:31])[CH3:29])[CH2:11]2)=[N:8][CH:9]=1)[CH2:2][CH3:3]. (4) Given the reactants [CH:16]1C=[C:14]([NH2:17])[C:13](NC([C:11]2[CH:16]=C[C:14]([NH2:17])=[CH:13][CH:12]=2)=O)=[CH:12][CH:11]=1.Cl.[N:19]1([CH2:25][C:26](O)=O)[CH2:24][CH2:23][O:22][CH2:21][CH2:20]1.[OH2:29].O[N:31]1[C:35]2C=C[CH:38]=[CH:39][C:34]=2N=N1.Cl.C[N:42](C)[CH2:43][CH2:44][CH2:45][N:46]=[C:47]=[N:48][CH2:49][CH3:50].C(N(CC)CC)C, predict the reaction product. The product is: [CH3:38][C:39]1[C:45]([NH:46][C:47]2[O:29][C:50]([C:12]3[CH:11]=[CH:16][N:17]=[CH:14][CH:13]=3)=[CH:49][N:48]=2)=[CH:44][C:43]2[NH:42][C:26]([CH2:25][N:19]3[CH2:20][CH2:21][O:22][CH2:23][CH2:24]3)=[N:31][C:35]=2[CH:34]=1. (5) Given the reactants C[Si]([N-][Si](C)(C)C)(C)C.[Na+].[CH2:11]([O:18][C@@H:19]1[C@@:23]([CH2:43]OS(C2C=CC(C)=CC=2)(=O)=O)([CH2:24][O:25][Si:26]([C:39]([CH3:42])([CH3:41])[CH3:40])([C:33]2[CH:38]=[CH:37][CH:36]=[CH:35][CH:34]=2)[C:27]2[CH:32]=[CH:31][CH:30]=[CH:29][CH:28]=2)[O:22][C@@H:21]([N:55]2[C:70]3[N:69]=[C:62]([NH:63][C:64](=[O:68])[CH:65]([CH3:67])[CH3:66])[NH:61][C:59](=[O:60])[C:58]=3[N:57]=[CH:56]2)[C@@H:20]1[OH:71])[C:12]1[CH:17]=[CH:16][CH:15]=[CH:14][CH:13]=1.C(=O)(O)[O-].[Na+], predict the reaction product. The product is: [CH2:11]([O:18][C@@H:19]1[C@@:23]2([CH2:43][O:71][C@H:20]1[C@H:21]([N:55]1[C:70]3[N:69]=[C:62]([NH:63][C:64](=[O:68])[CH:65]([CH3:67])[CH3:66])[NH:61][C:59](=[O:60])[C:58]=3[N:57]=[CH:56]1)[O:22]2)[CH2:24][O:25][Si:26]([C:39]([CH3:42])([CH3:40])[CH3:41])([C:27]1[CH:28]=[CH:29][CH:30]=[CH:31][CH:32]=1)[C:33]1[CH:38]=[CH:37][CH:36]=[CH:35][CH:34]=1)[C:12]1[CH:13]=[CH:14][CH:15]=[CH:16][CH:17]=1.